Predict the product of the given reaction. From a dataset of Forward reaction prediction with 1.9M reactions from USPTO patents (1976-2016). (1) Given the reactants [N+:1]([O-:4])(O)=[O:2].S(=O)(=O)(O)O.[CH3:10][O:11][C:12](=[O:27])[C:13]1[CH:18]=[CH:17][C:16]([C:19]([F:22])([F:21])[F:20])=[CH:15][C:14]=1[NH:23]C(=O)C, predict the reaction product. The product is: [CH3:10][O:11][C:12](=[O:27])[C:13]1[CH:18]=[C:17]([N+:1]([O-:4])=[O:2])[C:16]([C:19]([F:22])([F:21])[F:20])=[CH:15][C:14]=1[NH2:23]. (2) Given the reactants [CH:1]1([CH2:6][CH:7]([C:11]2[CH:16]=[CH:15][C:14]([S:17]([CH3:20])(=[O:19])=[O:18])=[C:13]([C:21]([F:24])([F:23])[F:22])[CH:12]=2)[C:8](O)=[O:9])[CH2:5][CH2:4][CH2:3][CH2:2]1.C(Cl)(=O)C(Cl)=O.[NH:31]1[CH:38]=[CH:37][C:35]([NH2:36])=[N:34][C:32]1=[O:33].C(N(CC)C(C)C)(C)C, predict the reaction product. The product is: [CH:1]1([CH2:6][CH:7]([C:11]2[CH:16]=[CH:15][C:14]([S:17]([CH3:20])(=[O:19])=[O:18])=[C:13]([C:21]([F:24])([F:22])[F:23])[CH:12]=2)[C:8]([NH:36][C:35]2[NH:34][C:32](=[O:33])[N:31]=[CH:38][CH:37]=2)=[O:9])[CH2:2][CH2:3][CH2:4][CH2:5]1. (3) The product is: [Cl:2][C:3]1[CH:4]=[C:5]2[C:9](=[CH:10][CH:11]=1)[NH:8][CH:7]=[C:6]2[CH2:12][CH2:13][NH:14][C:23]([CH:20]1[CH2:21][CH2:22][N:18]([CH:15]2[CH2:17][CH2:16]2)[C:19]1=[O:26])=[O:24]. Given the reactants Cl.[Cl:2][C:3]1[CH:4]=[C:5]2[C:9](=[CH:10][CH:11]=1)[NH:8][CH:7]=[C:6]2[CH2:12][CH2:13][NH2:14].[CH:15]1([N:18]2[CH2:22][CH2:21][CH:20]([C:23](O)=[O:24])[C:19]2=[O:26])[CH2:17][CH2:16]1.CN(C(ON1N=NC2C=CC=NC1=2)=[N+](C)C)C.F[P-](F)(F)(F)(F)F.C(N(CC)C(C)C)(C)C, predict the reaction product. (4) Given the reactants CCN(C(C)C)C(C)C.OC(C(F)(F)F)=O.[O:17]=[C:18]([N:35]1[CH2:40][CH2:39][NH:38][CH2:37][CH2:36]1)[CH2:19][NH:20][C:21]([C:23]1[CH:28]=[CH:27][C:26]([C:29]2[CH:34]=[CH:33][CH:32]=[CH:31][CH:30]=2)=[CH:25][CH:24]=1)=[O:22].C1C=CC2N(O)N=NC=2C=1.CCN=C=NCCCN(C)C.Cl.[F:63][C:64]1[CH:72]=[CH:71][C:67]([C:68](O)=[O:69])=[CH:66][CH:65]=1, predict the reaction product. The product is: [F:63][C:64]1[CH:72]=[CH:71][C:67]([C:68]([N:38]2[CH2:39][CH2:40][N:35]([C:18](=[O:17])[CH2:19][NH:20][C:21]([C:23]3[CH:24]=[CH:25][C:26]([C:29]4[CH:34]=[CH:33][CH:32]=[CH:31][CH:30]=4)=[CH:27][CH:28]=3)=[O:22])[CH2:36][CH2:37]2)=[O:69])=[CH:66][CH:65]=1. (5) Given the reactants C[O:2][C:3]([C:5]1[CH:10]=[N:9][C:8]([O:11][CH2:12][C:13]2[C:14]([C:18]3[CH:23]=[CH:22][CH:21]=[CH:20][N:19]=3)=[N:15][O:16][CH:17]=2)=[CH:7][N:6]=1)=[O:4].COC(C1C=NC(OCC2C(C3C=CC(Cl)=CC=3)=NOC=2)=CN=1)=O, predict the reaction product. The product is: [N:19]1[CH:20]=[CH:21][CH:22]=[CH:23][C:18]=1[C:14]1[C:13]([CH2:12][O:11][C:8]2[N:9]=[CH:10][C:5]([C:3]([OH:4])=[O:2])=[N:6][CH:7]=2)=[CH:17][O:16][N:15]=1.